From a dataset of Forward reaction prediction with 1.9M reactions from USPTO patents (1976-2016). Predict the product of the given reaction. (1) Given the reactants [CH3:1][O:2][C:3](=[O:21])[C:4]1[CH:9]=[C:8]([C:10](=[O:12])[CH3:11])[C:7]([C:13]([F:16])([F:15])[F:14])=[CH:6][C:5]=1[NH:17][C:18](=[O:20])[CH3:19], predict the reaction product. The product is: [CH3:1][O:2][C:3](=[O:21])[C:4]1[CH:9]=[C:8]([CH:10]([OH:12])[CH3:11])[C:7]([C:13]([F:16])([F:15])[F:14])=[CH:6][C:5]=1[NH:17][C:18](=[O:20])[CH3:19]. (2) Given the reactants [H-].[Na+].[F:3][C:4]1[CH:9]=[CH:8][C:7]([OH:10])=[CH:6][CH:5]=1.Cl[C:12]1[CH:17]=[CH:16][C:15]([C:18]2[O:19][C:20]3[N:21]=[CH:22][N:23]=[CH:24][C:25]=3[N:26]=2)=[CH:14][C:13]=1[C:27]#[N:28].O, predict the reaction product. The product is: [C:27]([C:13]1[CH:14]=[C:15]([C:18]2[O:19][C:20]3[N:21]=[CH:22][N:23]=[CH:24][C:25]=3[N:26]=2)[CH:16]=[CH:17][C:12]=1[O:10][C:7]1[CH:8]=[CH:9][C:4]([F:3])=[CH:5][CH:6]=1)#[N:28].